Predict the product of the given reaction. From a dataset of Forward reaction prediction with 1.9M reactions from USPTO patents (1976-2016). Given the reactants [CH3:1][C:2]1[CH:3]=[C:4]([NH:9][C:10]2[C:11]([N+:18]([O-])=O)=[C:12]([CH:15]=[CH:16][CH:17]=2)[C:13]#[N:14])[CH:5]=[C:6]([CH3:8])[CH:7]=1.[O-]S(S([O-])=O)=O.[Na+].[Na+], predict the reaction product. The product is: [NH2:18][C:11]1[C:10]([NH:9][C:4]2[CH:3]=[C:2]([CH3:1])[CH:7]=[C:6]([CH3:8])[CH:5]=2)=[CH:17][CH:16]=[CH:15][C:12]=1[C:13]#[N:14].